This data is from Catalyst prediction with 721,799 reactions and 888 catalyst types from USPTO. The task is: Predict which catalyst facilitates the given reaction. (1) Reactant: [Cl:1][C:2]1[N:7]=[C:6]([CH2:8][CH3:9])[N:5]=[C:4]([OH:10])[CH:3]=1.[OH-].[Na+].O.[I:14]I. Product: [Cl:1][C:2]1[N:7]=[C:6]([CH2:8][CH3:9])[N:5]=[C:4]([OH:10])[C:3]=1[I:14]. The catalyst class is: 15. (2) Reactant: C([O:8][C:9](=[O:43])[CH2:10][N:11]1[C:16](=[O:17])[C:15]([C:18]2[N:22]([C:23]3[CH:28]=[CH:27][C:26]([C:29]#[N:30])=[CH:25][CH:24]=3)[N:21]=[CH:20][CH:19]=2)=[C:14]([CH3:31])[N:13]([C:32]2[CH:37]=[CH:36][CH:35]=[C:34]([C:38]([F:41])([F:40])[F:39])[CH:33]=2)[C:12]1=[O:42])C1C=CC=CC=1.CO. Product: [C:29]([C:26]1[CH:27]=[CH:28][C:23]([N:22]2[C:18]([C:15]3[C:16](=[O:17])[N:11]([CH2:10][C:9]([OH:43])=[O:8])[C:12](=[O:42])[N:13]([C:32]4[CH:37]=[CH:36][CH:35]=[C:34]([C:38]([F:40])([F:41])[F:39])[CH:33]=4)[C:14]=3[CH3:31])=[CH:19][CH:20]=[N:21]2)=[CH:24][CH:25]=1)#[N:30]. The catalyst class is: 78.